From a dataset of Full USPTO retrosynthesis dataset with 1.9M reactions from patents (1976-2016). Predict the reactants needed to synthesize the given product. (1) The reactants are: [Cl:1][C:2]1[CH:16]=[CH:15][CH:14]=[CH:13][C:3]=1[C:4]([NH:6][CH:7]([CH2:11][CH3:12])[C:8]([OH:10])=O)=O.C(Cl)(=O)[C:18](Cl)=[O:19].C(N(CC)CC)C.[OH:30][N:31]1[C:35](=[O:36])[CH2:34][CH2:33][C:32]1=[O:37]. Given the product [O:37]=[C:32]1[CH2:33][CH2:34][C:35](=[O:36])[N:31]1[O:30][C:18]([C:8]1[O:10][C:4]([C:3]2[CH:13]=[CH:14][CH:15]=[CH:16][C:2]=2[Cl:1])=[N:6][C:7]=1[CH2:11][CH3:12])=[O:19], predict the reactants needed to synthesize it. (2) Given the product [OH:31][CH2:30][C@H:19]([NH:18][C:16](=[O:17])[C:15]1[CH:32]=[C:11]([C:9]#[C:10][C:2]2[CH:7]=[CH:6][CH:5]=[CH:4][C:3]=2[CH3:8])[CH:12]=[CH:13][C:14]=1[O:33][CH:34]([CH3:36])[CH3:35])[CH2:20][C:21]1[C:29]2[C:24](=[CH:25][CH:26]=[CH:27][CH:28]=2)[NH:23][CH:22]=1, predict the reactants needed to synthesize it. The reactants are: I[C:2]1[CH:7]=[CH:6][CH:5]=[CH:4][C:3]=1[CH3:8].[C:9]([C:11]1[CH:12]=[CH:13][C:14]([O:33][CH:34]([CH3:36])[CH3:35])=[C:15]([CH:32]=1)[C:16]([NH:18][C@@H:19]([CH2:30][OH:31])[CH2:20][C:21]1[C:29]2[C:24](=[CH:25][CH:26]=[CH:27][CH:28]=2)[NH:23][CH:22]=1)=[O:17])#[CH:10].